From a dataset of Reaction yield outcomes from USPTO patents with 853,638 reactions. Predict the reaction yield, written as a fraction of the theoretical maximum amount of product (1.0 means a 100% yield; for example, 0.34 means a 34% yield). (1) The reactants are [Cl-].O[NH3+:3].[C:4](=[O:7])([O-])[OH:5].[Na+].CS(C)=O.[OH:13][CH:14]([CH3:51])[CH2:15][O:16][C:17]1[CH:22]=[CH:21][C:20]([N:23]2[C:28](=[O:29])[C:27]([CH2:30][C:31]3[CH:36]=[CH:35][C:34]([C:37]4[C:38]([C:43]#[N:44])=[CH:39][CH:40]=[CH:41][CH:42]=4)=[CH:33][CH:32]=3)=[C:26]([CH2:45][CH2:46][CH3:47])[N:25]3[N:48]=[CH:49][CH:50]=[C:24]23)=[CH:19][CH:18]=1. The catalyst is C(OCC)(=O)C. The product is [OH:13][CH:14]([CH3:51])[CH2:15][O:16][C:17]1[CH:18]=[CH:19][C:20]([N:23]2[C:28](=[O:29])[C:27]([CH2:30][C:31]3[CH:36]=[CH:35][C:34]([C:37]4[CH:42]=[CH:41][CH:40]=[CH:39][C:38]=4[C:43]4[NH:3][C:4](=[O:7])[O:5][N:44]=4)=[CH:33][CH:32]=3)=[C:26]([CH2:45][CH2:46][CH3:47])[N:25]3[N:48]=[CH:49][CH:50]=[C:24]23)=[CH:21][CH:22]=1. The yield is 0.380. (2) The reactants are [CH:1]1([C:4](=[O:10])[CH2:5][C:6]([O:8][CH3:9])=[O:7])[CH2:3][CH2:2]1.[CH:11](OCC)(OCC)OCC.[Cl:21][C:22]1[CH:27]=[CH:26][C:25]([NH2:28])=[CH:24][N:23]=1. No catalyst specified. The product is [Cl:21][C:22]1[N:23]=[CH:24][C:25]([NH:28][CH:11]=[C:5]([C:4]([CH:1]2[CH2:3][CH2:2]2)=[O:10])[C:6]([O:8][CH3:9])=[O:7])=[CH:26][CH:27]=1. The yield is 0.280. (3) The reactants are [CH:1]1([C:5]2[C:14]([C:15]#[CH:16])=[CH:13][C:8]([C:9]([O:11][CH3:12])=[O:10])=[C:7]([CH3:17])[CH:6]=2)[CH2:4][CH2:3][CH2:2]1.CCOC(C)=O.O.[Si]([N:29]=[N+:30]=[N-:31])(C)(C)C. No catalyst specified. The product is [CH:1]1([C:5]2[C:14]([C:15]3[CH:16]=[N:31][NH:30][N:29]=3)=[CH:13][C:8]([C:9]([O:11][CH3:12])=[O:10])=[C:7]([CH3:17])[CH:6]=2)[CH2:2][CH2:3][CH2:4]1. The yield is 0.490.